Dataset: Forward reaction prediction with 1.9M reactions from USPTO patents (1976-2016). Task: Predict the product of the given reaction. (1) Given the reactants [C:1]([C:5]1[CH:10]=[CH:9][C:8]([S:11](Cl)(=[O:13])=[O:12])=[CH:7][CH:6]=1)([CH3:4])([CH3:3])[CH3:2].[F:15][CH2:16][C:17]1[CH:21]=[C:20]([NH2:22])[N:19]([C:23]2[CH:32]=[CH:31][CH:30]=[C:29]3[C:24]=2[CH:25]=[CH:26][CH:27]=[N:28]3)[N:18]=1.[OH-].[Li+].[OH-].[Na+].Cl, predict the reaction product. The product is: [C:1]([C:5]1[CH:10]=[CH:9][C:8]([S:11]([NH:22][C:20]2[N:19]([C:23]3[CH:32]=[CH:31][CH:30]=[C:29]4[C:24]=3[CH:25]=[CH:26][CH:27]=[N:28]4)[N:18]=[C:17]([CH2:16][F:15])[CH:21]=2)(=[O:13])=[O:12])=[CH:7][CH:6]=1)([CH3:4])([CH3:3])[CH3:2]. (2) Given the reactants [CH3:1][N:2]1[CH2:7][CH:6]([C:8](=O)[CH2:9][C@H:10]([C:18]2[CH:23]=[CH:22][C:21]([S:24]([CH3:27])(=[O:26])=[O:25])=[CH:20][CH:19]=2)[C:11]2[CH:16]=[CH:15][CH:14]=[CH:13][C:12]=2[CH3:17])[CH2:5][CH2:4][C:3]1=[O:29].Cl.[NH2:31][OH:32].C(=O)(O)[O-].[Na+].C(O)C, predict the reaction product. The product is: [OH:32][N:31]=[C:8]([CH:6]1[CH2:7][N:2]([CH3:1])[C:3](=[O:29])[CH2:4][CH2:5]1)[CH2:9][C@H:10]([C:18]1[CH:19]=[CH:20][C:21]([S:24]([CH3:27])(=[O:25])=[O:26])=[CH:22][CH:23]=1)[C:11]1[CH:16]=[CH:15][CH:14]=[CH:13][C:12]=1[CH3:17]. (3) Given the reactants [CH2:1]([C:4]#[C:5][SiH:6]([CH:10]([CH3:12])[CH3:11])[CH:7]([CH3:9])[CH3:8])[CH:2]=[CH2:3].[CH2:13]([Mg]Br)C=C, predict the reaction product. The product is: [CH2:13]=[C:1]([C:4]#[C:5][SiH:6]([CH:10]([CH3:12])[CH3:11])[CH:7]([CH3:8])[CH3:9])[CH2:2][CH3:3]. (4) Given the reactants [Cl:1][C:2]1[CH:27]=[C:26]([Cl:28])[CH:25]=[CH:24][C:3]=1[O:4][C:5]1[CH:10]=[CH:9][CH:8]=[CH:7][C:6]=1[NH:11][S:12]([C:15]1[CH:23]=[CH:22][C:18]([C:19]([OH:21])=O)=[CH:17][CH:16]=1)(=[O:14])=[O:13].[NH:29]1[CH2:39][CH2:38][CH:32]([C:33]([O:35][CH2:36][CH3:37])=[O:34])[CH2:31][CH2:30]1, predict the reaction product. The product is: [CH2:36]([O:35][C:33]([CH:32]1[CH2:38][CH2:39][N:29]([C:19](=[O:21])[C:18]2[CH:22]=[CH:23][C:15]([S:12](=[O:14])(=[O:13])[NH:11][C:6]3[CH:7]=[CH:8][CH:9]=[CH:10][C:5]=3[O:4][C:3]3[CH:24]=[CH:25][C:26]([Cl:28])=[CH:27][C:2]=3[Cl:1])=[CH:16][CH:17]=2)[CH2:30][CH2:31]1)=[O:34])[CH3:37]. (5) Given the reactants [NH:1]1[CH2:6][CH:5]=[CH:4][CH2:3][CH2:2]1.CCN(CC)CC.Cl[C:15]([O:17][CH2:18][C:19]1[CH:24]=[CH:23][CH:22]=[CH:21][CH:20]=1)=[O:16], predict the reaction product. The product is: [CH2:18]([O:17][C:15]([N:1]1[CH2:2][CH:3]=[CH:4][CH2:5][CH2:6]1)=[O:16])[C:19]1[CH:24]=[CH:23][CH:22]=[CH:21][CH:20]=1. (6) Given the reactants [Cl:1][C:2]1[CH:3]=[C:4]2[C:8](=[CH:9][CH:10]=1)[NH:7][C:6]([CH3:11])=[C:5]2[CH2:12][C:13]1[C:22]2[C:17](=[CH:18][CH:19]=[CH:20][CH:21]=2)[C:16](=[O:23])[NH:15][N:14]=1.[CH2:24](Br)[C:25]1[CH:30]=[CH:29][CH:28]=[CH:27][CH:26]=1.C(=O)([O-])[O-].[K+].[K+].CN(C=O)C, predict the reaction product. The product is: [CH2:24]([N:15]1[N:14]=[C:13]([CH2:12][C:5]2[C:4]3[C:8](=[CH:9][CH:10]=[C:2]([Cl:1])[CH:3]=3)[NH:7][C:6]=2[CH3:11])[C:22]2[C:17](=[CH:18][CH:19]=[CH:20][CH:21]=2)[C:16]1=[O:23])[C:25]1[CH:30]=[CH:29][CH:28]=[CH:27][CH:26]=1. (7) Given the reactants [CH3:1][O:2][C:3]1[CH:23]=[CH:22][C:6]([CH2:7][N:8]2[C:12]3[N:13]=[CH:14][C:15]4[CH2:16][CH:17]([NH2:21])[CH2:18][CH2:19][C:20]=4[C:11]=3[CH:10]=[N:9]2)=[CH:5][CH:4]=1.[C:24]1([N:30]=[C:31]=[O:32])[CH:29]=[CH:28][CH:27]=[CH:26][CH:25]=1, predict the reaction product. The product is: [CH3:1][O:2][C:3]1[CH:4]=[CH:5][C:6]([CH2:7][N:8]2[C:12]3[N:13]=[CH:14][C:15]4[CH2:16][CH:17]([NH:21][C:31]([NH:30][C:24]5[CH:29]=[CH:28][CH:27]=[CH:26][CH:25]=5)=[O:32])[CH2:18][CH2:19][C:20]=4[C:11]=3[CH:10]=[N:9]2)=[CH:22][CH:23]=1. (8) Given the reactants [Cl:1][C:2]1[CH:7]=[CH:6][C:5]([CH:8]2[CH:17]3[CH2:18][CH2:19][N:20](C([O-])=O)[CH:16]3[C:15]3[CH:14]=[CH:13][CH:12]=[CH:11][C:10]=3[NH:9]2)=[CH:4][CH:3]=1.[ClH:24], predict the reaction product. The product is: [ClH:1].[ClH:24].[Cl:1][C:2]1[CH:7]=[CH:6][C:5]([C@H:8]2[C@H:17]3[CH2:18][CH2:19][NH:20][C@H:16]3[C:15]3[CH:14]=[CH:13][CH:12]=[CH:11][C:10]=3[NH:9]2)=[CH:4][CH:3]=1. (9) Given the reactants [H-].[Al+3].[Li+].[H-].[H-].[H-].C([NH:15][CH:16]([CH:24]([OH:35])[C:25]([F:34])([F:33])[C:26]([F:32])([F:31])[C:27]([F:30])([F:29])[F:28])[CH2:17][C:18]1[CH:23]=[CH:22][CH:21]=[CH:20][CH:19]=1)(=O)C1C=CC=CC=1, predict the reaction product. The product is: [NH2:15][CH:16]([CH:24]([OH:35])[C:25]([F:33])([F:34])[C:26]([F:31])([F:32])[C:27]([F:28])([F:29])[F:30])[CH2:17][C:18]1[CH:19]=[CH:20][CH:21]=[CH:22][CH:23]=1.